From a dataset of Reaction yield outcomes from USPTO patents with 853,638 reactions. Predict the reaction yield, written as a fraction of the theoretical maximum amount of product (1.0 means a 100% yield; for example, 0.34 means a 34% yield). (1) The reactants are [NH:1]1[C:9]2[C:4](=[CH:5][CH:6]=[CH:7][CH:8]=2)[C:3]([C:10]#[N:11])=[N:2]1.C(=O)([O-])[O-].[K+].[K+].Br[CH2:19][C:20]([NH:22][C:23]1[S:27][C:26]2[CH2:28][CH2:29][CH2:30][CH2:31][C:25]=2[C:24]=1[C:32]([NH2:34])=[O:33])=[O:21]. The catalyst is CN(C=O)C.O. The product is [C:10]([C:3]1[C:4]2[C:9](=[CH:8][CH:7]=[CH:6][CH:5]=2)[N:1]([CH2:19][C:20]([NH:22][C:23]2[S:27][C:26]3[CH2:28][CH2:29][CH2:30][CH2:31][C:25]=3[C:24]=2[C:32]([NH2:34])=[O:33])=[O:21])[N:2]=1)#[N:11]. The yield is 0.140. (2) The reactants are F[C:2]1[CH:18]=[C:17]([N+:19]([O-])=O)[CH:16]=[CH:15][C:3]=1[O:4][C:5]1[N:6]=[CH:7][CH:8]=[C:9]2[CH:13]=[CH:12][N:11]([CH3:14])[C:10]=12.N1C2=C(OC3C=CC(N)=CC=3[F:39])N=CC=C2C=C1. No catalyst specified. The product is [F:39][C:16]1[CH:15]=[C:3]([O:4][C:5]2[N:6]=[CH:7][CH:8]=[C:9]3[CH:13]=[CH:12][N:11]([CH3:14])[C:10]=23)[CH:2]=[CH:18][C:17]=1[NH2:19]. The yield is 0.890.